This data is from Reaction yield outcomes from USPTO patents with 853,638 reactions. The task is: Predict the reaction yield, written as a fraction of the theoretical maximum amount of product (1.0 means a 100% yield; for example, 0.34 means a 34% yield). (1) The reactants are [F:1][C:2]([F:14])([F:13])[C:3]1[CH:4]=[C:5]([CH2:9][CH2:10][CH2:11][OH:12])[CH:6]=[CH:7][CH:8]=1.CS(C)=O.O=P12OP3(OP(OP(O3)(O1)=O)(=O)O2)=O.C(N(CC)CC)C.Cl. The catalyst is ClCCl. The product is [F:1][C:2]([F:13])([F:14])[C:3]1[CH:4]=[C:5]([CH2:9][CH2:10][CH:11]=[O:12])[CH:6]=[CH:7][CH:8]=1. The yield is 1.00. (2) The reactants are [Br-].[F:2][C:3]1[CH:8]=[CH:7][C:6]([C:9]2[C:13]([C:14]3[CH:19]=[CH:18][CH:17]=[CH:16][CH:15]=3)=[C:12]([C:20](=[O:31])[NH:21][CH2:22][C:23]3[CH:28]=[CH:27][C:26]([O:29][CH3:30])=[CH:25][CH:24]=3)[N:11]([CH:32]([CH3:34])[CH3:33])[C:10]=2[CH2:35][P+](C2C=CC=CC=2)(C2C=CC=CC=2)C2C=CC=CC=2)=[CH:5][CH:4]=1.C[Si]([N-][Si](C)(C)C)(C)C.[Na+].[C:65]([O:69][C:70](=[O:82])[CH2:71][CH:72]1[CH2:77][CH:76]([CH:78]=O)[O:75][C:74]([CH3:81])([CH3:80])[O:73]1)([CH3:68])([CH3:67])[CH3:66]. The catalyst is C1COCC1. The product is [C:65]([O:69][C:70](=[O:82])[CH2:71][CH:72]1[CH2:77][CH:76]([CH:78]=[CH:35][C:10]2[N:11]([CH:32]([CH3:34])[CH3:33])[C:12]([C:20](=[O:31])[NH:21][CH2:22][C:23]3[CH:24]=[CH:25][C:26]([O:29][CH3:30])=[CH:27][CH:28]=3)=[C:13]([C:14]3[CH:19]=[CH:18][CH:17]=[CH:16][CH:15]=3)[C:9]=2[C:6]2[CH:7]=[CH:8][C:3]([F:2])=[CH:4][CH:5]=2)[O:75][C:74]([CH3:80])([CH3:81])[O:73]1)([CH3:66])([CH3:67])[CH3:68]. The yield is 0.750. (3) The reactants are [F:1][C:2]1[CH:7]=[CH:6][CH:5]=[C:4]([N+:8]([O-])=O)[C:3]=1[N:11]1[CH2:15][CH2:14][CH2:13][CH:12]1[C:16]([O:18]C)=O. The catalyst is CO.[Pd]. The yield is 0.650. The product is [F:1][C:2]1[CH:7]=[CH:6][CH2:5][CH:4]2[C:3]=1[N:11]1[CH2:15][CH2:14][CH2:13][CH:12]1[C:16](=[O:18])[NH:8]2. (4) The reactants are [I:1][C:2]1[N:3]=[C:4]([C@@H:8]2[CH2:12][CH2:11][CH2:10][N:9]2[C:13]([O:15][C:16]([CH3:19])([CH3:18])[CH3:17])=[O:14])[NH:5][C:6]=1I.[O-]S([O-])=O.[Na+].[Na+]. The catalyst is CCO.O. The product is [I:1][C:2]1[N:3]=[C:4]([C@@H:8]2[CH2:12][CH2:11][CH2:10][N:9]2[C:13]([O:15][C:16]([CH3:19])([CH3:18])[CH3:17])=[O:14])[NH:5][CH:6]=1. The yield is 0.800. (5) The reactants are [F:1][C:2]1[C:3]([CH3:25])=[C:4]([C:8]2([C:21]([O:23][CH3:24])=[O:22])[CH2:12][CH2:11][C:10](OS(C(F)(F)F)(=O)=O)=[CH:9]2)[CH:5]=[CH:6][CH:7]=1.[C:26]([N:33]1[CH:37]=[C:36](B2OC(C)(C)C(C)(C)O2)[CH:35]=[N:34]1)([O:28][C:29]([CH3:32])([CH3:31])[CH3:30])=[O:27].C(=O)([O-])[O-].[Cs+].[Cs+].ClCCl. The catalyst is COCCOC.C1C=CC(P(C2C=CC=CC=2)[C-]2C=CC=C2)=CC=1.C1C=CC(P(C2C=CC=CC=2)[C-]2C=CC=C2)=CC=1.Cl[Pd]Cl.[Fe+2].O. The product is [F:1][C:2]1[C:3]([CH3:25])=[C:4]([C@:8]2([C:21]([O:23][CH3:24])=[O:22])[CH2:12][CH2:11][C:10]([C:36]3[CH:35]=[N:34][N:33]([C:26]([O:28][C:29]([CH3:32])([CH3:31])[CH3:30])=[O:27])[CH:37]=3)=[CH:9]2)[CH:5]=[CH:6][CH:7]=1. The yield is 0.700. (6) The reactants are [CH2:1]([O:23][C:24]1[CH:29]=[CH:28][C:27]([CH:30]([C:32]2[CH:37]=[CH:36][C:35]([O:38][CH2:39][CH2:40][CH2:41][CH2:42][CH2:43][CH2:44][CH2:45][CH2:46][CH2:47][CH2:48][CH2:49][CH2:50][CH2:51][CH2:52][CH2:53][CH2:54][CH2:55][CH2:56][CH2:57][CH2:58][CH2:59][CH3:60])=[CH:34][CH:33]=2)O)=[CH:26][CH:25]=1)[CH2:2][CH2:3][CH2:4][CH2:5][CH2:6][CH2:7][CH2:8][CH2:9][CH2:10][CH2:11][CH2:12][CH2:13][CH2:14][CH2:15][CH2:16][CH2:17][CH2:18][CH2:19][CH2:20][CH2:21][CH3:22].[C:61](=[O:66])([O:63][CH2:64][CH3:65])[NH2:62].CS(O)(=O)=O.C(=O)([O-])[O-].[Na+].[Na+]. The catalyst is C1(C)C=CC=CC=1. The product is [CH2:1]([O:23][C:24]1[CH:29]=[CH:28][C:27]([CH:30]([NH:62][C:61](=[O:66])[O:63][CH2:64][CH3:65])[C:32]2[CH:37]=[CH:36][C:35]([O:38][CH2:39][CH2:40][CH2:41][CH2:42][CH2:43][CH2:44][CH2:45][CH2:46][CH2:47][CH2:48][CH2:49][CH2:50][CH2:51][CH2:52][CH2:53][CH2:54][CH2:55][CH2:56][CH2:57][CH2:58][CH2:59][CH3:60])=[CH:34][CH:33]=2)=[CH:26][CH:25]=1)[CH2:2][CH2:3][CH2:4][CH2:5][CH2:6][CH2:7][CH2:8][CH2:9][CH2:10][CH2:11][CH2:12][CH2:13][CH2:14][CH2:15][CH2:16][CH2:17][CH2:18][CH2:19][CH2:20][CH2:21][CH3:22]. The yield is 1.00. (7) The reactants are [C:1]([O:5][C:6](=[O:30])[NH:7][C@H:8]([C@@H:24]1[CH:28]=[CH:27][C:26](=[O:29])[O:25]1)[CH2:9][C:10]1[CH:15]=[CH:14][C:13](OCC2C=CC=CC=2)=[CH:12][CH:11]=1)([CH3:4])([CH3:3])[CH3:2].[CH3:31]N1C(=O)N(C)CCC1.[Li].C[Si]([N-][Si](C)(C)C)(C)C.CI.[C:52]([OH:56])(=O)[CH2:53][CH3:54].[C:57](O)(=O)[CH2:58][C:59](CC(O)=O)([C:61](O)=O)O. The catalyst is C1COCC1.O. The product is [C:1]([O:5][C:6](=[O:30])[NH:7][C@H:8]([C@@H:24]1[CH2:28][C@@H:27]([CH3:31])[C:26](=[O:29])[O:25]1)[CH2:9][C:10]1[CH:11]=[CH:12][CH:13]=[C:14]([O:56][CH2:52][C:53]2[CH:54]=[CH:61][CH:59]=[CH:58][CH:57]=2)[CH:15]=1)([CH3:4])([CH3:3])[CH3:2]. The yield is 0.690. (8) The reactants are [C:1]1([P:7]([C:20]2[CH:25]=[CH:24][CH:23]=[CH:22][CH:21]=2)([C:9]2[CH:10]=[CH:11][CH:12]=[C:13]3[C:18]=2[NH:17][CH:16]([CH3:19])[CH2:15][CH2:14]3)=O)[CH:6]=[CH:5][CH:4]=[CH:3][CH:2]=1.CCN(CC)CC.Cl[SiH](Cl)Cl.[OH-].[Na+]. The catalyst is C(Cl)Cl. The product is [C:20]1([P:7]([C:1]2[CH:2]=[CH:3][CH:4]=[CH:5][CH:6]=2)[C:9]2[CH:10]=[CH:11][CH:12]=[C:13]3[C:18]=2[NH:17][CH:16]([CH3:19])[CH2:15][CH2:14]3)[CH:21]=[CH:22][CH:23]=[CH:24][CH:25]=1. The yield is 0.800. (9) The reactants are [OH:1][C:2]1[CH:3]=[CH:4][C:5]2[O:9][C:8]([C:10]([O:12][CH3:13])=[O:11])=[CH:7][C:6]=2[CH:14]=1.C(N(CC)CC)C.[F:22][C:23]([F:36])([F:35])[S:24](O[S:24]([C:23]([F:36])([F:35])[F:22])(=[O:26])=[O:25])(=[O:26])=[O:25]. The catalyst is ClCCl. The product is [F:22][C:23]([F:36])([F:35])[S:24]([O:1][C:2]1[CH:3]=[CH:4][C:5]2[O:9][C:8]([C:10]([O:12][CH3:13])=[O:11])=[CH:7][C:6]=2[CH:14]=1)(=[O:26])=[O:25]. The yield is 0.330.